This data is from Forward reaction prediction with 1.9M reactions from USPTO patents (1976-2016). The task is: Predict the product of the given reaction. (1) The product is: [F:42][CH:2]([F:1])[O:3][C:4]1[CH:9]=[CH:8][C:7]([C:10]2[CH:11]=[N:12][C:13]([NH:16][C:17]3[CH:18]=[CH:19][C:20]([CH3:41])=[C:21]([NH:23][C:24]([N:26]4[CH2:33][C:30]5([CH2:32][CH2:31]5)[NH:29][CH2:28][CH2:27]4)=[O:25])[CH:22]=3)=[N:14][CH:15]=2)=[CH:6][CH:5]=1. Given the reactants [F:1][CH:2]([F:42])[O:3][C:4]1[CH:9]=[CH:8][C:7]([C:10]2[CH:11]=[N:12][C:13]([NH:16][C:17]3[CH:18]=[CH:19][C:20]([CH3:41])=[C:21]([NH:23][C:24]([N:26]4[CH2:33][C:30]5([CH2:32][CH2:31]5)[N:29](CC5C=CC=CC=5)[CH2:28][CH2:27]4)=[O:25])[CH:22]=3)=[N:14][CH:15]=2)=[CH:6][CH:5]=1.[H][H], predict the reaction product. (2) Given the reactants Cl.[CH3:2][O:3][C:4](=[O:8])[C@H:5]([CH3:7])[NH2:6].C([O-])([O-])=O.[K+].[K+].N#N.I[CH2:18][CH2:19][CH2:20][CH2:21][C:22]#[CH:23], predict the reaction product. The product is: [CH3:2][O:3][C:4](=[O:8])[C@H:5]([CH3:7])[NH:6][CH2:23][CH2:22][CH2:21][CH2:20][C:19]#[CH:18]. (3) The product is: [C:24]([C:28]1[CH:33]=[CH:32][C:31]([S:34]([NH:21][C:18]2[CH:19]=[CH:20][C:15]([CH2:14][N:10]3[C:11]4[C:7](=[CH:6][C:5]([C:3]([OH:2])=[O:4])=[CH:13][CH:12]=4)[CH:8]=[CH:9]3)=[CH:16][CH:17]=2)(=[O:36])=[O:35])=[CH:30][CH:29]=1)([CH3:27])([CH3:25])[CH3:26]. Given the reactants C[O:2][C:3]([C:5]1[CH:6]=[C:7]2[C:11](=[CH:12][CH:13]=1)[N:10]([CH2:14][C:15]1[CH:20]=[CH:19][C:18]([N+:21]([O-])=O)=[CH:17][CH:16]=1)[CH:9]=[CH:8]2)=[O:4].[C:24]([C:28]1[CH:33]=[CH:32][C:31]([S:34](Cl)(=[O:36])=[O:35])=[CH:30][CH:29]=1)([CH3:27])([CH3:26])[CH3:25], predict the reaction product. (4) Given the reactants [CH3:1][C:2]1[C:7]([CH2:8][OH:9])=[C:6]([C:10]2[CH:15]=[CH:14][C:13]([CH3:16])=[CH:12][CH:11]=2)[N:5]2[N:17]=[CH:18][CH:19]=[C:4]2[N:3]=1.C1C=C[NH+]=CC=1.[O-][Cr](Cl)(=O)=O, predict the reaction product. The product is: [CH3:1][C:2]1[C:7]([CH:8]=[O:9])=[C:6]([C:10]2[CH:11]=[CH:12][C:13]([CH3:16])=[CH:14][CH:15]=2)[N:5]2[N:17]=[CH:18][CH:19]=[C:4]2[N:3]=1.